This data is from Forward reaction prediction with 1.9M reactions from USPTO patents (1976-2016). The task is: Predict the product of the given reaction. (1) Given the reactants [F:1][CH:2]([F:26])[C:3]1[N:8]2[N:9]=[CH:10][C:11]([C:12]([OH:14])=O)=[C:7]2[N:6]=[C:5]([C:15]2[CH:20]=[CH:19][C:18]([O:21][C:22]([F:25])([F:24])[F:23])=[CH:17][CH:16]=2)[CH:4]=1.[S:27]([C:31]1[CH:32]=[C:33]([NH2:37])[CH:34]=[CH:35][CH:36]=1)(=[O:30])(=[O:29])[NH2:28], predict the reaction product. The product is: [S:27]([C:31]1[CH:32]=[C:33]([NH:37][C:12]([C:11]2[CH:10]=[N:9][N:8]3[C:3]([CH:2]([F:1])[F:26])=[CH:4][C:5]([C:15]4[CH:16]=[CH:17][C:18]([O:21][C:22]([F:24])([F:25])[F:23])=[CH:19][CH:20]=4)=[N:6][C:7]=23)=[O:14])[CH:34]=[CH:35][CH:36]=1)(=[O:29])(=[O:30])[NH2:28]. (2) Given the reactants Cl[C:2]1[CH:7]=[CH:6][C:5]([C:8]2[N:12]([CH2:13][C:14]3[CH:19]=[CH:18][C:17](CCC(O)=O)=[CH:16][CH:15]=3)[C:11]3[CH:25]=[C:26]([F:30])[C:27]([F:29])=[CH:28][C:10]=3[N:9]=2)=[C:4](OCC2CCCC2)[CH:3]=1.[Br:38]C1C=CC=CC=1C1NC2C=C(F)C(F)=CC=2N=1.BrCC1CCCCC1, predict the reaction product. The product is: [Br:38][C:4]1[CH:3]=[CH:2][CH:7]=[CH:6][C:5]=1[C:8]1[N:12]([CH2:13][CH:14]2[CH2:19][CH2:18][CH2:17][CH2:16][CH2:15]2)[C:11]2[CH:25]=[C:26]([F:30])[C:27]([F:29])=[CH:28][C:10]=2[N:9]=1. (3) Given the reactants [O:1]1[CH2:6][CH:5]=[C:4]([C:7]2[S:8][C:9]([C:13]3[N:17]4[N:18]=[C:19]([CH3:27])[CH:20]=[C:21]([CH:22]([CH2:25][CH3:26])[CH2:23][CH3:24])[C:16]4=[N:15][C:14]=3[CH3:28])=[C:10]([CH3:12])[N:11]=2)[CH2:3][CH2:2]1, predict the reaction product. The product is: [CH2:23]([CH:22]([C:21]1[C:16]2[N:17]([C:13]([C:9]3[S:8][C:7]([CH:4]4[CH2:5][CH2:6][O:1][CH2:2][CH2:3]4)=[N:11][C:10]=3[CH3:12])=[C:14]([CH3:28])[N:15]=2)[N:18]=[C:19]([CH3:27])[CH:20]=1)[CH2:25][CH3:26])[CH3:24]. (4) Given the reactants [CH2:1]([C:3]1[C:10]([OH:11])=[CH:9][CH:8]=[C:7]([CH2:12][CH3:13])[C:4]=1[CH:5]=[O:6])[CH3:2].C(=O)([O-])[O-].[Cs+].[Cs+].I[CH2:21][CH3:22], predict the reaction product. The product is: [CH2:21]([O:11][C:10]1[C:3]([CH2:1][CH3:2])=[C:4]([C:7]([CH2:12][CH3:13])=[CH:8][CH:9]=1)[CH:5]=[O:6])[CH3:22]. (5) The product is: [F:34][C:2]([F:1])([F:33])[C:3]1[CH:4]=[C:5]([CH:26]=[C:27]([C:29]([F:32])([F:31])[F:30])[CH:28]=1)[C:6]([N:8]1[CH2:9][CH2:10][C:11]2([N:15]([C:16]3[CH:17]=[CH:18][CH:19]=[CH:20][CH:21]=3)[C:14](=[O:22])[N:13]([CH2:36][C@@H:37]3[CH2:38][CH2:39][C:40](=[O:42])[NH:41]3)[C:12]2=[O:23])[CH2:24][CH2:25]1)=[O:7]. Given the reactants [F:1][C:2]([F:34])([F:33])[C:3]1[CH:4]=[C:5]([CH:26]=[C:27]([C:29]([F:32])([F:31])[F:30])[CH:28]=1)[C:6]([N:8]1[CH2:25][CH2:24][C:11]2([N:15]([C:16]3[CH:21]=[CH:20][CH:19]=[CH:18][CH:17]=3)[C:14](=[O:22])[NH:13][C:12]2=[O:23])[CH2:10][CH2:9]1)=[O:7].O[CH2:36][C@H:37]1[NH:41][C:40](=[O:42])[CH2:39][CH2:38]1, predict the reaction product. (6) The product is: [CH2:29]([NH:28][C:26](=[O:27])[NH:25][C:24]1[N:23]([CH3:36])[N:22]=[CH:21][C:20]=1[C:17]1[CH:18]=[CH:19][C:14]([C:11]2[CH:10]=[CH:9][C:8]([C:5]3([C:3]([OH:4])=[O:2])[CH2:7][CH2:6]3)=[CH:13][CH:12]=2)=[CH:15][CH:16]=1)[C:30]1[CH:35]=[CH:34][CH:33]=[CH:32][CH:31]=1. Given the reactants C[O:2][C:3]([C:5]1([C:8]2[CH:13]=[CH:12][C:11]([C:14]3[CH:19]=[CH:18][C:17]([C:20]4[CH:21]=[N:22][N:23]([CH3:36])[C:24]=4[NH:25][C:26]([NH:28][CH2:29][C:30]4[CH:35]=[CH:34][CH:33]=[CH:32][CH:31]=4)=[O:27])=[CH:16][CH:15]=3)=[CH:10][CH:9]=2)[CH2:7][CH2:6]1)=[O:4].[OH-].[Na+], predict the reaction product. (7) Given the reactants [CH3:1][N:2]1[C:6]([CH3:7])=[C:5]([C:8]([OH:10])=O)[C:4]([CH3:11])=[N:3]1.S(Cl)(Cl)=O.[NH2:16][C:17]1[CH:18]=[C:19]([CH:32]=[CH:33][CH:34]=1)[C:20]([C:22]1[CH:30]=[C:29]2[C:25]([CH2:26][C:27](=[O:31])[NH:28]2)=[CH:24][CH:23]=1)=[O:21], predict the reaction product. The product is: [O:31]=[C:27]1[CH2:26][C:25]2[C:29](=[CH:30][C:22]([C:20]([C:19]3[CH:18]=[C:17]([NH:16][C:8]([C:5]4[C:4]([CH3:11])=[N:3][N:2]([CH3:1])[C:6]=4[CH3:7])=[O:10])[CH:34]=[CH:33][CH:32]=3)=[O:21])=[CH:23][CH:24]=2)[NH:28]1. (8) Given the reactants [NH2:1][C:2]1[C:12]([C:13]#[C:14][C:15]2[CH:20]=[CH:19][CH:18]=[CH:17][CH:16]=2)=[CH:11][C:5]([C:6]([O:8]CC)=[O:7])=[CH:4][N:3]=1.CC(C)([O-])C.[K+].Cl.O, predict the reaction product. The product is: [C:15]1([C:14]2[NH:1][C:2]3=[N:3][CH:4]=[C:5]([C:6]([OH:8])=[O:7])[CH:11]=[C:12]3[CH:13]=2)[CH:20]=[CH:19][CH:18]=[CH:17][CH:16]=1. (9) Given the reactants [CH3:1][C:2]1([CH3:32])[O:6][C@@H:5]2[C:7]([CH2:11][O:12][C:13]([C:26]3[CH:31]=[CH:30][CH:29]=[CH:28][CH:27]=3)([C:20]3[CH:25]=[CH:24][CH:23]=[CH:22][CH:21]=3)[C:14]3[CH:19]=[CH:18][CH:17]=[CH:16][CH:15]=3)=[CH:8][C@H:9]([OH:10])[C@@H:4]2[O:3]1.N1C=CC=CC=1.Cl[C:40]([O:42][CH3:43])=[O:41], predict the reaction product. The product is: [C:40](=[O:41])([O:42][CH3:43])[O:10][C@@H:9]1[C@H:4]2[C@H:5]([O:6][C:2]([CH3:32])([CH3:1])[O:3]2)[C:7]([CH2:11][O:12][C:13]([C:26]2[CH:31]=[CH:30][CH:29]=[CH:28][CH:27]=2)([C:20]2[CH:21]=[CH:22][CH:23]=[CH:24][CH:25]=2)[C:14]2[CH:19]=[CH:18][CH:17]=[CH:16][CH:15]=2)=[CH:8]1. (10) Given the reactants Cl[C:2]1[N:7]=[C:6]([N:8]2[CH2:13][CH2:12][O:11][CH2:10][CH2:9]2)[N:5]=[C:4]([N:14]2[C:18]3[CH:19]=[CH:20][CH:21]=[CH:22][C:17]=3[N:16]=[C:15]2[CH:23]([F:25])[F:24])[N:3]=1.FC(F)(F)C([O-])=O.[Cl:33][CH2:34][C:35]([N:37]1[CH2:42][CH2:41][NH2+:40][CH2:39][CH2:38]1)=[O:36], predict the reaction product. The product is: [Cl:33][CH2:34][C:35]([N:37]1[CH2:42][CH2:41][N:40]([C:2]2[N:7]=[C:6]([N:8]3[CH2:13][CH2:12][O:11][CH2:10][CH2:9]3)[N:5]=[C:4]([N:14]3[C:18]4[CH:19]=[CH:20][CH:21]=[CH:22][C:17]=4[N:16]=[C:15]3[CH:23]([F:24])[F:25])[N:3]=2)[CH2:39][CH2:38]1)=[O:36].